This data is from Forward reaction prediction with 1.9M reactions from USPTO patents (1976-2016). The task is: Predict the product of the given reaction. (1) The product is: [CH3:19][CH:18]1[C:9]2[C:4](=[CH:5][CH:6]=[CH:7][CH:8]=2)[CH2:16][C:17]1=[O:26]. Given the reactants C1[C:9]2[C:4](=[CH:5][CH:6]=[CH:7][CH:8]=2)C=C1N1CCCC1.[Li][CH2:16][CH2:17][CH2:18][CH3:19].IC.[Na+].[Cl-].CC1CCC[O:26]1, predict the reaction product. (2) Given the reactants [C:1]12([C:7]3[CH:12]=[CH:11][C:10]([N:13]4[CH2:17][C@H:16]([CH2:18][NH:19][C:20](=[O:22])[CH3:21])[O:15][C:14]4=[O:23])=[CH:9][CH:8]=3)[CH2:6][CH:5]1[CH2:4][NH:3][CH2:2]2.CCN(C(C)C)C(C)C.Br[C:34]1[CH:39]=[CH:38][CH:37]=[CH:36][N:35]=1, predict the reaction product. The product is: [O:23]=[C:14]1[N:13]([C:10]2[CH:9]=[CH:8][C:7]([C:1]34[CH2:6][CH:5]3[CH2:4][N:3]([C:34]3[CH:39]=[CH:38][CH:37]=[CH:36][N:35]=3)[CH2:2]4)=[CH:12][CH:11]=2)[CH2:17][C@H:16]([CH2:18][NH:19][C:20](=[O:22])[CH3:21])[O:15]1. (3) Given the reactants [CH:1]1([CH:6]=[C:7]2[C:16](=O)[C:15]3[C:10](=[CH:11][C:12]([C:18]([O:20]C)=[O:19])=[CH:13][CH:14]=3)[O:9][CH2:8]2)[CH2:5][CH2:4][CH2:3][CH2:2]1.Cl.[Cl:23][C:24]1[CH:31]=[C:30]([NH:32][NH2:33])[CH:29]=[CH:28][C:25]=1[C:26]#[N:27].O1CCCC1.CN(C)C=O, predict the reaction product. The product is: [Cl:23][C:24]1[CH:31]=[C:30]([N:32]2[CH:6]([CH:1]3[CH2:2][CH2:3][CH2:4][CH2:5]3)[CH:7]3[CH2:8][O:9][C:10]4[CH:11]=[C:12]([C:18]([OH:20])=[O:19])[CH:13]=[CH:14][C:15]=4[C:16]3=[N:33]2)[CH:29]=[CH:28][C:25]=1[C:26]#[N:27]. (4) Given the reactants [CH3:1][C@H:2]1[NH:7][CH2:6][C@@H:5]([OH:8])[CH2:4][CH2:3]1.[N:9]1[N:10]([C:14]2[CH:22]=[CH:21][CH:20]=[CH:19][C:15]=2[C:16](O)=[O:17])[N:11]=[CH:12][CH:13]=1.ON1C2N=CC=CC=2N=N1.C(Cl)CCl.CCN(C(C)C)C(C)C.C([O-])(O)=O.[Na+], predict the reaction product. The product is: [OH:8][C@@H:5]1[CH2:6][N:7]([C:16]([C:15]2[CH:19]=[CH:20][CH:21]=[CH:22][C:14]=2[N:10]2[N:11]=[CH:12][CH:13]=[N:9]2)=[O:17])[C@H:2]([CH3:1])[CH2:3][CH2:4]1.